Dataset: Reaction yield outcomes from USPTO patents with 853,638 reactions. Task: Predict the reaction yield, written as a fraction of the theoretical maximum amount of product (1.0 means a 100% yield; for example, 0.34 means a 34% yield). (1) The reactants are [CH2:1]([O:8][C:9]1[CH:14]=[CH:13][C:12]([NH:15][C:16]2[C:25]3[C:20](=[CH:21][CH:22]=[C:23]([C:26]4OC(C=O)=[CH:28][CH:27]=4)[CH:24]=3)[N:19]=[CH:18][N:17]=2)=[CH:11][C:10]=1[C:33]([F:36])([F:35])[F:34])[C:2]1[CH:7]=[CH:6][CH:5]=[CH:4][CH:3]=1.[CH3:37][S:38]([CH2:41][CH2:42][NH2:43])(=[O:40])=[O:39].[C:44]([OH:47])(=O)[CH3:45].C([BH3-])#N.[Na+]. The catalyst is ClCCl.C(OCC)(=O)C. The product is [F:36][C:33]([F:34])([F:35])[C:10]1[CH:11]=[C:12]([NH:15][C:16]2[C:25]3[C:20](=[CH:21][CH:22]=[C:23]([C:26]4[CH:27]=[CH:28][O:47][C:44]=4[CH2:45][NH:43][CH2:42][CH2:41][S:38]([CH3:37])(=[O:40])=[O:39])[CH:24]=3)[N:19]=[CH:18][N:17]=2)[CH:13]=[CH:14][C:9]=1[O:8][CH2:1][C:2]1[CH:3]=[CH:4][CH:5]=[CH:6][CH:7]=1. The yield is 0.430. (2) The reactants are Br[C:2]1[CH:23]=[CH:22][C:5]2[C:6]3[N:7]([CH:11]=[C:12]([C:14]4[N:18]([CH:19]([CH3:21])[CH3:20])[N:17]=[CH:16][N:15]=4)[N:13]=3)[CH2:8][CH2:9][O:10][C:4]=2[CH:3]=1.[C:24](=[O:31])([O:26][C:27]([CH3:30])([CH3:29])[CH3:28])[NH2:25].C(=O)([O-])[O-].[Cs+].[Cs+].C1(P(C2C=CC=CC=2)C2C3OC4C(=CC=CC=4P(C4C=CC=CC=4)C4C=CC=CC=4)C(C)(C)C=3C=CC=2)C=CC=CC=1. The catalyst is O1CCOCC1.C(Cl)Cl.C1C=CC(/C=C/C(/C=C/C2C=CC=CC=2)=O)=CC=1.C1C=CC(/C=C/C(/C=C/C2C=CC=CC=2)=O)=CC=1.C1C=CC(/C=C/C(/C=C/C2C=CC=CC=2)=O)=CC=1.[Pd].[Pd]. The product is [CH:19]([N:18]1[C:14]([C:12]2[N:13]=[C:6]3[C:5]4[CH:22]=[CH:23][C:2]([NH:25][C:24](=[O:31])[O:26][C:27]([CH3:30])([CH3:29])[CH3:28])=[CH:3][C:4]=4[O:10][CH2:9][CH2:8][N:7]3[CH:11]=2)=[N:15][CH:16]=[N:17]1)([CH3:21])[CH3:20]. The yield is 0.610.